From a dataset of Full USPTO retrosynthesis dataset with 1.9M reactions from patents (1976-2016). Predict the reactants needed to synthesize the given product. (1) Given the product [CH2:16]([O:15][C:8]1[C:7]2[C:12](=[CH:13][CH:14]=[C:5]([CH2:4][NH:1][C:50](=[O:51])[C:49]3[CH:53]=[CH:54][C:46]([OH:45])=[CH:47][CH:48]=3)[CH:6]=2)[N:11]=[CH:10][CH:9]=1)[C:17]1[CH:22]=[CH:21][CH:20]=[CH:19][CH:18]=1, predict the reactants needed to synthesize it. The reactants are: [N:1]([CH2:4][C:5]1[CH:6]=[C:7]2[C:12](=[CH:13][CH:14]=1)[N:11]=[CH:10][CH:9]=[C:8]2[O:15][CH2:16][C:17]1[CH:22]=[CH:21][CH:20]=[CH:19][CH:18]=1)=[N+]=[N-].C1(P(C2C=CC=CC=2)C2C=CC=CC=2)C=CC=CC=1.C([O:45][C:46]1[CH:54]=[CH:53][C:49]([C:50](O)=[O:51])=[CH:48][CH:47]=1)(=O)C.C1C=CC2N(O)N=NC=2C=1.CCN=C=NCCCN(C)C.[OH-].[Na+].Cl. (2) Given the product [Br:6][C:7]1[C:12]([F:13])=[CH:11][C:10]([S:14]([NH2:20])(=[O:16])=[O:15])=[C:9]([F:18])[CH:8]=1, predict the reactants needed to synthesize it. The reactants are: O1CCCC1.[Br:6][C:7]1[C:12]([F:13])=[CH:11][C:10]([S:14](Cl)(=[O:16])=[O:15])=[C:9]([F:18])[CH:8]=1.O.[NH3:20]. (3) Given the product [OH2:4].[ClH:5].[ClH:6].[ClH:1].[Cl:6][C:7]1[CH:8]=[CH:9][C:10]([C:13]2[N:14]([CH2:37][C:2]#[CH:3])[N:15]=[C:16]([N:24]3[CH2:25][CH2:26][NH:27][CH2:28][CH2:29]3)[C:17]=2[C:18]2[CH:23]=[CH:22][N:21]=[CH:20][CH:19]=2)=[CH:11][CH:12]=1, predict the reactants needed to synthesize it. The reactants are: [ClH:1].[C:2]([Cl:5])(=[O:4])[CH3:3].[Cl:6][C:7]1[CH:12]=[CH:11][C:10]([C:13]2[C:17]([C:18]3[CH:23]=[CH:22][N:21]=[CH:20][CH:19]=3)=[C:16]([N:24]3[CH2:29][CH2:28][N:27](C(OC(C)(C)C)=O)[CH2:26][CH2:25]3)[NH:15][N:14]=2)=[CH:9][CH:8]=1.[CH3:37]O. (4) Given the product [N+:23]([C:13]1[CH:12]=[C:11]([C:26]2[N:27]=[N:28][S:29][C:30]=2[C:31]2[C:32]([C:37]([F:40])([F:39])[F:38])=[N:33][CH:34]=[CH:35][CH:36]=2)[CH:10]=[C:9]([OH:8])[C:14]=1[OH:15])([O-:25])=[O:24], predict the reactants needed to synthesize it. The reactants are: C([O:8][C:9]1[CH:10]=[C:11]([C:26]2[N:27]=[N:28][S:29][C:30]=2[C:31]2[C:32]([C:37]([F:40])([F:39])[F:38])=[N:33][CH:34]=[CH:35][CH:36]=2)[CH:12]=[C:13]([N+:23]([O-:25])=[O:24])[C:14]=1[O:15]CC1C=CC=CC=1)C1C=CC=CC=1.B(Br)(Br)Br. (5) Given the product [N+:1]([C:4]1[C:13]2[O:12][C@:11]([CH3:19])([CH:14]([O:17][CH3:18])[O:15][CH3:16])[C@@H:10]([OH:20])[C@H:9]([N:28]([C:25]3[CH:26]=[CH:27][C:22]([Cl:21])=[CH:23][CH:24]=3)[CH2:29][C:30]3[N:31]=[N:32][N:33]([CH3:35])[N:34]=3)[C:8]=2[CH:7]=[CH:6][CH:5]=1)([O-:3])=[O:2], predict the reactants needed to synthesize it. The reactants are: [N+:1]([C:4]1[C:13]2[O:12][C@:11]([CH3:19])([CH:14]([O:17][CH3:18])[O:15][CH3:16])[C@H:10]3[O:20][C@H:9]3[C:8]=2[CH:7]=[CH:6][CH:5]=1)([O-:3])=[O:2].[Cl:21][C:22]1[CH:27]=[CH:26][C:25]([NH:28][CH2:29][C:30]2[N:31]=[N:32][N:33]([CH3:35])[N:34]=2)=[CH:24][CH:23]=1. (6) Given the product [F:39][C:40]([F:54])([F:55])[C:41]1[CH:42]=[C:43]([CH:47]=[C:48]([C:50]([F:53])([F:51])[F:52])[CH:49]=1)[C:44]([N:10]1[CH2:11][CH2:12][N:13]([CH2:27][C:28]#[C:29][CH2:30][N:31]2[CH2:36][CH2:35][O:34][CH2:33][C:32]2([CH3:38])[CH3:37])[CH2:14][CH:9]1[CH2:8][C:7]1[CH:15]=[CH:16][C:17]2[O:18][CH2:3][O:4][C:5]=2[CH:6]=1)=[O:45], predict the reactants needed to synthesize it. The reactants are: Cl.Cl.[CH2:3]1[O:18][C:17]2[CH:16]=[CH:15][C:7]([CH2:8][CH:9]3[CH2:14][NH:13][CH2:12][CH2:11][NH:10]3)=[CH:6][C:5]=2[O:4]1.C(=O)([O-])[O-].[K+].[K+].Cl.Cl[CH2:27][C:28]#[C:29][CH2:30][N:31]1[CH2:36][CH2:35][O:34][CH2:33][C:32]1([CH3:38])[CH3:37].[F:39][C:40]([F:55])([F:54])[C:41]1[CH:42]=[C:43]([CH:47]=[C:48]([C:50]([F:53])([F:52])[F:51])[CH:49]=1)[C:44](Cl)=[O:45]. (7) Given the product [C:1]([O:5][C:6]([N:8]1[CH2:13][CH2:12][CH:11]([CH2:14][O:15][C:17]([O:19][C:20]2[CH:25]=[CH:24][CH:23]=[CH:22][CH:21]=2)=[O:18])[CH2:10][CH2:9]1)=[O:7])([CH3:4])([CH3:3])[CH3:2], predict the reactants needed to synthesize it. The reactants are: [C:1]([O:5][C:6]([N:8]1[CH2:13][CH2:12][CH:11]([CH2:14][OH:15])[CH2:10][CH2:9]1)=[O:7])([CH3:4])([CH3:3])[CH3:2].Cl[C:17]([O:19][C:20]1[CH:25]=[CH:24][CH:23]=[CH:22][CH:21]=1)=[O:18]. (8) The reactants are: [CH2:1]([O:8][CH2:9][CH2:10][CH2:11][C:12]([NH:14][CH2:15][CH2:16][CH3:17])=O)[C:2]1[CH:7]=[CH:6][CH:5]=[CH:4][CH:3]=1.[H-].[Al+3].[Li+].[H-].[H-].[H-]. Given the product [CH2:1]([O:8][CH2:9][CH2:10][CH2:11][CH2:12][NH:14][CH2:15][CH2:16][CH3:17])[C:2]1[CH:7]=[CH:6][CH:5]=[CH:4][CH:3]=1, predict the reactants needed to synthesize it. (9) Given the product [C:18]([NH:17][C:14]1[C:13]([CH2:21][C:22]2[CH:27]=[CH:26][CH:25]=[CH:24][CH:23]=2)=[N:12][C:11]([C:8]2[CH:7]=[CH:6][C:5]([OH:4])=[CH:10][CH:9]=2)=[CH:16][N:15]=1)(=[O:20])[CH3:19], predict the reactants needed to synthesize it. The reactants are: C([O:4][C:5]1[CH:10]=[CH:9][C:8]([C:11]2[N:12]=[C:13]([CH2:21][C:22]3[CH:27]=[CH:26][CH:25]=[CH:24][CH:23]=3)[C:14]([NH:17][C:18](=[O:20])[CH3:19])=[N:15][CH:16]=2)=[CH:7][CH:6]=1)(=O)C.[OH-].[Na+].Cl.